Dataset: Reaction yield outcomes from USPTO patents with 853,638 reactions. Task: Predict the reaction yield, written as a fraction of the theoretical maximum amount of product (1.0 means a 100% yield; for example, 0.34 means a 34% yield). (1) The reactants are [CH2:1]([O:4][C:5]1[CH:6]=[C:7]([CH:11]=[C:12](/[CH:14]=[C:15](/[N+]([O-])=O)\[CH3:16])[CH:13]=1)[C:8]([OH:10])=[O:9])[CH:2]=[CH2:3].[OH2:20]. The catalyst is Cl.C1COCC1.CCOCC. The product is [CH2:1]([O:4][C:5]1[CH:6]=[C:7]([CH:11]=[C:12]([CH2:14][C:15](=[O:20])[CH3:16])[CH:13]=1)[C:8]([OH:10])=[O:9])[CH:2]=[CH2:3]. The yield is 0.890. (2) The reactants are [CH:1]1([NH:6][C:7]2[N:12]3[N:13]=[C:14]([C:23]4[CH:28]=[CH:27][N:26]=[CH:25][CH:24]=4)[C:15]([C:16](=O)[CH:17]=[CH:18]N(C)C)=[C:11]3[CH:10]=[CH:9][CH:8]=2)[CH2:5][CH2:4][CH2:3][CH2:2]1.Cl.[CH:30]1([NH:35][C:36]([NH2:38])=[NH:37])CCCC1.CC(C)([O-])C.[K+].O. The catalyst is O1CCCC1. The product is [CH:1]1([NH:6][C:7]2[N:12]3[N:13]=[C:14]([C:23]4[CH:28]=[CH:27][N:26]=[CH:25][CH:24]=4)[C:15]([C:16]4[CH:17]=[CH:18][N:38]=[C:36]([NH:35][CH3:30])[N:37]=4)=[C:11]3[CH:10]=[CH:9][CH:8]=2)[CH2:5][CH2:4][CH2:3][CH2:2]1. The yield is 0.750. (3) The reactants are CC(C)([O-])C.[K+].[Cl:7][C:8]1[CH:13]=[C:12]([Cl:14])[CH:11]=[CH:10][C:9]=1[SH:15].Cl[C:17]1[CH:18]=[CH:19][C:20](=[O:23])[NH:21][N:22]=1.[OH-].[K+]. The catalyst is CN(C)C=O.O. The product is [Cl:7][C:8]1[CH:13]=[C:12]([Cl:14])[CH:11]=[CH:10][C:9]=1[S:15][C:17]1[CH:18]=[CH:19][C:20](=[O:23])[NH:21][N:22]=1. The yield is 0.150. (4) The reactants are C[O:2][C:3]([C:5]1([C:8]2[CH:13]=[CH:12][C:11]([C:14]3[CH:19]=[CH:18][C:17]([N:20]4[C:24]([NH:25][C:26]([O:28][C@@H:29]([C:31]5[CH:36]=[CH:35][CH:34]=[CH:33][CH:32]=5)[CH3:30])=[O:27])=[C:23]([CH3:37])[N:22]=[N:21]4)=[CH:16][C:15]=3OC)=[CH:10][CH:9]=2)[CH2:7][CH2:6]1)=[O:4].[OH-].[Na+].C1C[O:45][CH2:44]C1. The catalyst is C(O)C. The product is [CH3:44][O:45][C:18]1[CH:19]=[C:14]([C:11]2[CH:12]=[CH:13][C:8]([C:5]3([C:3]([OH:2])=[O:4])[CH2:7][CH2:6]3)=[CH:9][CH:10]=2)[CH:15]=[CH:16][C:17]=1[N:20]1[C:24]([NH:25][C:26]([O:28][C@@H:29]([C:31]2[CH:36]=[CH:35][CH:34]=[CH:33][CH:32]=2)[CH3:30])=[O:27])=[C:23]([CH3:37])[N:22]=[N:21]1. The yield is 0.590.